Dataset: Full USPTO retrosynthesis dataset with 1.9M reactions from patents (1976-2016). Task: Predict the reactants needed to synthesize the given product. (1) Given the product [N:18]([C:21]1[CH:29]=[CH:28][C:24]([C:25]([NH:1][C@H:2]([C@@H:8]([OH:10])[CH3:9])[C:3]([NH:5][CH2:6][CH3:7])=[O:4])=[O:26])=[C:23]([OH:30])[CH:22]=1)=[N+:19]=[N-:20], predict the reactants needed to synthesize it. The reactants are: [NH2:1][C@H:2]([C@@H:8]([OH:10])[CH3:9])[C:3]([NH:5][CH2:6][CH3:7])=[O:4].CCN(CC)CC.[N:18]([C:21]1[CH:29]=[CH:28][C:24]([C:25](O)=[O:26])=[C:23]([OH:30])[CH:22]=1)=[N+:19]=[N-:20].C1C=CC2N(O)N=NC=2C=1.C1CCC(N=C=NC2CCCCC2)CC1. (2) Given the product [ClH:2].[OH:3][C:4]([C:34]1[CH:35]=[CH:36][CH:37]=[CH:38][CH:39]=1)([C:28]1[CH:29]=[CH:30][CH:31]=[CH:32][CH:33]=1)[CH:5]1[CH2:10][CH2:9][N:8]([CH2:11][CH2:12][CH2:13][CH:14]([C:16]2[CH:21]=[CH:20][C:19]([C:22]([CH3:27])([CH3:26])[C:23]([OH:25])=[O:24])=[CH:18][CH:17]=2)[OH:15])[CH2:7][CH2:6]1, predict the reactants needed to synthesize it. The reactants are: O.[ClH:2].[OH:3][C:4]([C:34]1[CH:39]=[CH:38][CH:37]=[CH:36][CH:35]=1)([C:28]1[CH:33]=[CH:32][CH:31]=[CH:30][CH:29]=1)[CH:5]1[CH2:10][CH2:9][N:8]([CH2:11][CH2:12][CH2:13][CH:14]([C:16]2[CH:21]=[CH:20][C:19]([C:22]([CH3:27])([CH3:26])[C:23]([OH:25])=[O:24])=[CH:18][CH:17]=2)[OH:15])[CH2:7][CH2:6]1.O.O.Cl.CC(C)(C1C=CC=CC=1)C(O)=O. (3) Given the product [Br:1][C:2]1[CH:7]=[C:6]([F:8])[CH:5]=[C:4]2[C:3]=1[N:9]=[C:12]([CH3:13])[CH:11]=[CH:10]2, predict the reactants needed to synthesize it. The reactants are: [Br:1][C:2]1[CH:7]=[C:6]([F:8])[CH:5]=[CH:4][C:3]=1[NH2:9].[CH:10](=O)/[CH:11]=[CH:12]/[CH3:13].O.[NH4+].[OH-].